This data is from Catalyst prediction with 721,799 reactions and 888 catalyst types from USPTO. The task is: Predict which catalyst facilitates the given reaction. (1) Reactant: C(N1C(=O)C=CC(C2N=C(C(O)=O)C(NCC3C=CC(OC)=CC=3)=NC=2C2C=CC=CC=2)=N1)(C)C.[CH:36]([N:39]1[C:44](=[O:45])[CH:43]=[CH:42][C:41]([C:46]2[N:47]=[C:48]([NH:61][CH2:62][C:63]3[CH:68]=[CH:67][C:66]([O:69][CH3:70])=[CH:65][CH:64]=3)[C:49](C(O)=O)=[N:50][C:51]=2[C:52]2[CH:57]=[CH:56][CH:55]=[CH:54][CH:53]=2)=[N:40]1)([CH3:38])[CH3:37]. Product: [CH:36]([N:39]1[C:44](=[O:45])[CH:43]=[CH:42][C:41]([C:46]2[C:51]([C:52]3[CH:57]=[CH:56][CH:55]=[CH:54][CH:53]=3)=[N:50][CH:49]=[C:48]([NH:61][CH2:62][C:63]3[CH:64]=[CH:65][C:66]([O:69][CH3:70])=[CH:67][CH:68]=3)[N:47]=2)=[N:40]1)([CH3:38])[CH3:37]. The catalyst class is: 262. (2) Reactant: [CH3:1][C:2]1[CH:7]=[CH:6][C:5]([CH3:8])=[CH:4][C:3]=1[CH:9]([S:17][C:18]1[CH:23]=[CH:22][CH:21]=[CH:20][N+:19]=1[O-:24])[CH2:10][CH2:11][CH2:12][CH2:13][CH2:14][CH2:15][CH3:16].C(#N)C.[OH-:28].[Na+].[OH:30]O. Product: [CH3:1][C:2]1[CH:7]=[CH:6][C:5]([CH3:8])=[CH:4][C:3]=1[CH:9]([S:17]([C:18]1[CH:23]=[CH:22][CH:21]=[CH:20][N+:19]=1[O-:24])(=[O:30])=[O:28])[CH2:10][CH2:11][CH2:12][CH2:13][CH2:14][CH2:15][CH3:16]. The catalyst class is: 5. (3) Reactant: [O:1]=[C:2]1[CH:19]=[C:18]([CH:20]2[CH2:25][CH2:24][N:23](C(OC(C)(C)C)=O)[CH2:22][CH2:21]2)[N:5]2[N:6]=[C:7]3[C:12]([C:11]([O:13][C:14]([F:17])([F:16])[F:15])=[CH:10][CH:9]=[CH:8]3)=[C:4]2[NH:3]1.[ClH:33]. Product: [ClH:33].[NH:23]1[CH2:24][CH2:25][CH:20]([C:18]2[N:5]3[N:6]=[C:7]4[C:12]([C:11]([O:13][C:14]([F:15])([F:16])[F:17])=[CH:10][CH:9]=[CH:8]4)=[C:4]3[NH:3][C:2](=[O:1])[CH:19]=2)[CH2:21][CH2:22]1. The catalyst class is: 71. (4) The catalyst class is: 1. Reactant: [Br:1][CH2:2][C:3]([NH:5][C:6]1[CH:10]=[C:9]([CH3:11])[O:8][N:7]=1)=O.B.C1COCC1. Product: [Br:1][CH2:2][CH2:3][NH:5][C:6]1[CH:10]=[C:9]([CH3:11])[O:8][N:7]=1. (5) Reactant: [Br:1][C:2]1[CH:10]=[CH:9][C:8]([O:11][CH2:12][C:13]2[CH:18]=[CH:17][C:16]([F:19])=[CH:15][CH:14]=2)=[CH:7][C:3]=1[C:4]([OH:6])=O.C(Cl)(=O)C(Cl)=O.CN(C=O)C.[CH3:31][N:32]([CH3:40])[CH:33]=[CH:34][C:35]([O:37][CH2:38][CH3:39])=[O:36]. Product: [Br:1][C:2]1[CH:10]=[CH:9][C:8]([O:11][CH2:12][C:13]2[CH:18]=[CH:17][C:16]([F:19])=[CH:15][CH:14]=2)=[CH:7][C:3]=1[C:4]([C:34](=[CH:33][N:32]([CH3:40])[CH3:31])[C:35]([O:37][CH2:38][CH3:39])=[O:36])=[O:6]. The catalyst class is: 34.